From a dataset of Peptide-MHC class II binding affinity with 134,281 pairs from IEDB. Regression. Given a peptide amino acid sequence and an MHC pseudo amino acid sequence, predict their binding affinity value. This is MHC class II binding data. (1) The peptide sequence is TIPQSLDSWWTSLNF. The MHC is HLA-DQA10501-DQB10301 with pseudo-sequence HLA-DQA10501-DQB10301. The binding affinity (normalized) is 0.243. (2) The peptide sequence is SQDLELSWNLNGLQPY. The MHC is DRB1_0802 with pseudo-sequence DRB1_0802. The binding affinity (normalized) is 0.161. (3) The peptide sequence is LRKLCIEGKITNITT. The MHC is DRB1_0901 with pseudo-sequence DRB1_0901. The binding affinity (normalized) is 0.293. (4) The peptide sequence is NLYKLHGGHVSCRVK. The MHC is HLA-DQA10102-DQB10501 with pseudo-sequence HLA-DQA10102-DQB10501. The binding affinity (normalized) is 0.357.